Dataset: NCI-60 drug combinations with 297,098 pairs across 59 cell lines. Task: Regression. Given two drug SMILES strings and cell line genomic features, predict the synergy score measuring deviation from expected non-interaction effect. (1) Drug 2: C1=CC(=CC=C1CC(C(=O)O)N)N(CCCl)CCCl.Cl. Drug 1: C1=C(C(=O)NC(=O)N1)F. Synergy scores: CSS=26.5, Synergy_ZIP=-6.89, Synergy_Bliss=-7.58, Synergy_Loewe=-10.4, Synergy_HSA=-8.11. Cell line: M14. (2) Drug 1: C1=CC(=C2C(=C1NCCNCCO)C(=O)C3=C(C=CC(=C3C2=O)O)O)NCCNCCO. Drug 2: CCC1(CC2CC(C3=C(CCN(C2)C1)C4=CC=CC=C4N3)(C5=C(C=C6C(=C5)C78CCN9C7C(C=CC9)(C(C(C8N6C)(C(=O)OC)O)OC(=O)C)CC)OC)C(=O)OC)O.OS(=O)(=O)O. Cell line: IGROV1. Synergy scores: CSS=53.9, Synergy_ZIP=1.92, Synergy_Bliss=3.43, Synergy_Loewe=6.68, Synergy_HSA=7.53. (3) Cell line: HOP-62. Synergy scores: CSS=38.9, Synergy_ZIP=0.414, Synergy_Bliss=1.65, Synergy_Loewe=-79.3, Synergy_HSA=2.59. Drug 2: C1CN(P(=O)(OC1)NCCCl)CCCl. Drug 1: CC1=C2C(C(=O)C3(C(CC4C(C3C(C(C2(C)C)(CC1OC(=O)C(C(C5=CC=CC=C5)NC(=O)C6=CC=CC=C6)O)O)OC(=O)C7=CC=CC=C7)(CO4)OC(=O)C)O)C)OC(=O)C. (4) Drug 1: CCCS(=O)(=O)NC1=C(C(=C(C=C1)F)C(=O)C2=CNC3=C2C=C(C=N3)C4=CC=C(C=C4)Cl)F. Drug 2: C#CCC(CC1=CN=C2C(=N1)C(=NC(=N2)N)N)C3=CC=C(C=C3)C(=O)NC(CCC(=O)O)C(=O)O. Cell line: HOP-92. Synergy scores: CSS=-2.40, Synergy_ZIP=0.813, Synergy_Bliss=0.966, Synergy_Loewe=-1.66, Synergy_HSA=-0.903. (5) Drug 1: CC1=C2C(C(=O)C3(C(CC4C(C3C(C(C2(C)C)(CC1OC(=O)C(C(C5=CC=CC=C5)NC(=O)OC(C)(C)C)O)O)OC(=O)C6=CC=CC=C6)(CO4)OC(=O)C)O)C)O. Drug 2: CC1=C(N=C(N=C1N)C(CC(=O)N)NCC(C(=O)N)N)C(=O)NC(C(C2=CN=CN2)OC3C(C(C(C(O3)CO)O)O)OC4C(C(C(C(O4)CO)O)OC(=O)N)O)C(=O)NC(C)C(C(C)C(=O)NC(C(C)O)C(=O)NCCC5=NC(=CS5)C6=NC(=CS6)C(=O)NCCC[S+](C)C)O. Cell line: IGROV1. Synergy scores: CSS=17.2, Synergy_ZIP=-4.81, Synergy_Bliss=2.78, Synergy_Loewe=0.808, Synergy_HSA=1.87. (6) Drug 1: CC1C(C(CC(O1)OC2CC(CC3=C2C(=C4C(=C3O)C(=O)C5=C(C4=O)C(=CC=C5)OC)O)(C(=O)CO)O)N)O.Cl. Drug 2: COCCOC1=C(C=C2C(=C1)C(=NC=N2)NC3=CC=CC(=C3)C#C)OCCOC.Cl. Cell line: SK-MEL-5. Synergy scores: CSS=20.2, Synergy_ZIP=-3.93, Synergy_Bliss=2.53, Synergy_Loewe=6.70, Synergy_HSA=6.75. (7) Cell line: SR. Drug 2: CCCCC(=O)OCC(=O)C1(CC(C2=C(C1)C(=C3C(=C2O)C(=O)C4=C(C3=O)C=CC=C4OC)O)OC5CC(C(C(O5)C)O)NC(=O)C(F)(F)F)O. Drug 1: CC1=C(C(=CC=C1)Cl)NC(=O)C2=CN=C(S2)NC3=CC(=NC(=N3)C)N4CCN(CC4)CCO. Synergy scores: CSS=43.6, Synergy_ZIP=-2.08, Synergy_Bliss=-5.43, Synergy_Loewe=-6.61, Synergy_HSA=-6.03.